Dataset: Forward reaction prediction with 1.9M reactions from USPTO patents (1976-2016). Task: Predict the product of the given reaction. The product is: [S:16]1[CH:20]=[CH:19][CH:18]=[C:17]1[CH:21]1[CH2:26][CH2:25][N:24]([CH2:2][C:3]([C:5]2[CH:6]=[C:7]3[C:12](=[CH:13][CH:14]=2)[NH:11][C:10](=[O:15])[CH2:9][CH2:8]3)=[O:4])[CH2:23][CH2:22]1. Given the reactants Cl[CH2:2][C:3]([C:5]1[CH:6]=[C:7]2[C:12](=[CH:13][CH:14]=1)[NH:11][C:10](=[O:15])[CH2:9][CH2:8]2)=[O:4].[S:16]1[CH:20]=[CH:19][CH:18]=[C:17]1[CH:21]1[CH2:26][CH2:25][NH:24][CH2:23][CH2:22]1.C(N(CC)CC)C.O, predict the reaction product.